This data is from Catalyst prediction with 721,799 reactions and 888 catalyst types from USPTO. The task is: Predict which catalyst facilitates the given reaction. (1) Reactant: Cl[C:2]1(Cl)[C:5]2([CH2:10][CH2:9][N:8]([C:11]([O:13][C:14]([CH3:17])([CH3:16])[CH3:15])=[O:12])[CH2:7][CH2:6]2)[CH2:4][C:3]1=[O:18].[NH4+].[Cl-]. Product: [O:18]=[C:3]1[CH2:2][C:5]2([CH2:10][CH2:9][N:8]([C:11]([O:13][C:14]([CH3:17])([CH3:16])[CH3:15])=[O:12])[CH2:7][CH2:6]2)[CH2:4]1. The catalyst class is: 401. (2) Reactant: N#N.[C:3]([C:6]1[CH:7]=[C:8]([CH:18]=[CH:19][CH:20]=1)[CH2:9][C:10]1[O:11][CH:12]=[C:13]([C:15](Cl)=[O:16])[N:14]=1)(=[O:5])[CH3:4].[N-:21]=[N+:22]=[N-:23].[Na+]. Product: [C:3]([C:6]1[CH:7]=[C:8]([CH:18]=[CH:19][CH:20]=1)[CH2:9][C:10]1[O:11][CH:12]=[C:13]([C:15]([N:21]=[N+:22]=[N-:23])=[O:16])[N:14]=1)(=[O:5])[CH3:4]. The catalyst class is: 95. (3) Reactant: C1(N)C(F)=C(F)C(F)=C(N)C=1F.[ClH:13].Cl.[NH2:15][CH:16]1[CH2:21][CH2:20][N:19]([CH2:22][CH:23]2[C:27]3=[CH:28][CH:29]=[N:30][C:31]4[CH:32]=[CH:33][C:34](=[O:35])[N:25]([C:26]=43)[CH2:24]2)[CH2:18][CH2:17]1.C(N(CC)CC)C.[O:43]=[C:44]1[CH2:49][S:48][C:47]2[CH:50]=[CH:51][C:52]([CH:54]=O)=[N:53][C:46]=2[NH:45]1.[BH4-].[Na+]. Product: [ClH:13].[ClH:13].[O:43]=[C:44]1[CH2:49][S:48][C:47]2[CH:50]=[CH:51][C:52]([CH2:54][NH:15][CH:16]3[CH2:21][CH2:20][N:19]([CH2:22][CH:23]4[C:27]5=[CH:28][CH:29]=[N:30][C:31]6[CH:32]=[CH:33][C:34](=[O:35])[N:25]([C:26]=65)[CH2:24]4)[CH2:18][CH2:17]3)=[N:53][C:46]=2[NH:45]1. The catalyst class is: 138. (4) Reactant: [CH2:1]([C@:8]([OH:24])([CH2:21][CH2:22]O)[C:9]([NH:11][C@H:12]([C:17](=[O:20])[NH:18][CH3:19])[C:13]([CH3:16])([CH3:15])[CH3:14])=[O:10])[C:2]1[CH:7]=[CH:6][CH:5]=[CH:4][CH:3]=1.[CH3:25][O:26][C:27](=[O:46])[NH:28][C@H:29]([C:34]([NH:36][NH:37][CH2:38][C:39]1[CH:44]=[CH:43][C:42]([Br:45])=[CH:41][CH:40]=1)=[O:35])[C:30]([CH3:33])([CH3:32])[CH3:31].C(O)(=O)C.C(O[BH-](OC(=O)C)OC(=O)C)(=O)C.[Na+]. Product: [CH3:25][O:26][C:27](=[O:46])[NH:28][CH:29]([C:34]([NH:36][N:37]([CH2:38][C:39]1[CH:44]=[CH:43][C:42]([Br:45])=[CH:41][CH:40]=1)[CH2:22][CH2:21][C:8]([C:9](=[O:10])[NH:11][CH:12]([C:17](=[O:20])[NH:18][CH3:19])[C:13]([CH3:16])([CH3:14])[CH3:15])([OH:24])[CH2:1][C:2]1[CH:7]=[CH:6][CH:5]=[CH:4][CH:3]=1)=[O:35])[C:30]([CH3:33])([CH3:32])[CH3:31]. The catalyst class is: 26. (5) Reactant: [Cl:1][CH2:2][CH2:3][CH2:4][CH2:5][N:6]1[CH:11]=[CH:10][CH:9]=[C:8]([O:12][CH3:13])[C:7]1=[O:14].[CH3:15][C:16]1[CH:25]=[CH:24][C:23]2[C:18](=[CH:19][CH:20]=[CH:21][C:22]=2[N:26]2[CH2:31][CH2:30][NH:29][CH2:28][CH2:27]2)[N:17]=1.C(N(CC)CC)C.[I-].[Na+]. Product: [ClH:1].[CH3:13][O:12][C:8]1[C:7](=[O:14])[N:6]([CH2:5][CH2:4][CH2:3][CH2:2][N:29]2[CH2:30][CH2:31][N:26]([C:22]3[CH:21]=[CH:20][CH:19]=[C:18]4[C:23]=3[CH:24]=[CH:25][C:16]([CH3:15])=[N:17]4)[CH2:27][CH2:28]2)[CH:11]=[CH:10][CH:9]=1. The catalyst class is: 9. (6) Reactant: [F:1][C:2]1([F:52])[CH2:7][CH2:6][CH:5]([C:8]2[C:17]3[C@@H:16]([OH:18])[CH2:15][C:14]([CH3:20])([CH3:19])[CH2:13][C:12]=3[N:11]=[C:10]([CH:21]3[CH2:26][CH2:25][N:24]([C:27]4[N:32]=[CH:31][C:30]([O:33][CH2:34][CH2:35][C:36]([OH:39])([CH3:38])[CH3:37])=[CH:29][N:28]=4)[CH2:23][CH2:22]3)[C:9]=2[C@@H:40]([F:51])[C:41]2[CH:46]=[CH:45][C:44]([C:47]([F:50])([F:49])[F:48])=[CH:43][CH:42]=2)[CH2:4][CH2:3]1.[BrH:53]. Product: [BrH:53].[F:52][C:2]1([F:1])[CH2:3][CH2:4][CH:5]([C:8]2[C:17]3[C@@H:16]([OH:18])[CH2:15][C:14]([CH3:19])([CH3:20])[CH2:13][C:12]=3[N:11]=[C:10]([CH:21]3[CH2:22][CH2:23][N:24]([C:27]4[N:32]=[CH:31][C:30]([O:33][CH2:34][CH2:35][C:36]([OH:39])([CH3:37])[CH3:38])=[CH:29][N:28]=4)[CH2:25][CH2:26]3)[C:9]=2[C@@H:40]([F:51])[C:41]2[CH:46]=[CH:45][C:44]([C:47]([F:48])([F:50])[F:49])=[CH:43][CH:42]=2)[CH2:6][CH2:7]1. The catalyst class is: 21. (7) Reactant: [NH2:1][C:2]1[C:7]([C:8]2[CH:9]=[C:10]([NH:14][S:15]([C:18]3[CH:23]=[CH:22][C:21]([O:24]C)=[CH:20][C:19]=3[O:26]C)(=[O:17])=[O:16])[CH:11]=[CH:12][CH:13]=2)=[C:6]([NH:28][C@H:29]([C:31]2[N:36]([C:37]3[CH:42]=[CH:41][CH:40]=[CH:39][CH:38]=3)[C:35](=[O:43])[C:34]3=[C:44]([CH3:47])[CH:45]=[CH:46][N:33]3[N:32]=2)[CH3:30])[N:5]=[CH:4][N:3]=1.B(Br)(Br)Br. Product: [NH2:1][C:2]1[C:7]([C:8]2[CH:9]=[C:10]([NH:14][S:15]([C:18]3[CH:23]=[CH:22][C:21]([OH:24])=[CH:20][C:19]=3[OH:26])(=[O:17])=[O:16])[CH:11]=[CH:12][CH:13]=2)=[C:6]([NH:28][C@H:29]([C:31]2[N:36]([C:37]3[CH:42]=[CH:41][CH:40]=[CH:39][CH:38]=3)[C:35](=[O:43])[C:34]3=[C:44]([CH3:47])[CH:45]=[CH:46][N:33]3[N:32]=2)[CH3:30])[N:5]=[CH:4][N:3]=1. The catalyst class is: 4. (8) Reactant: [Cl:1][C:2]1[CH:7]=[CH:6][C:5]([C:8]2[N:12]([CH:13]3[CH2:15][CH2:14]3)[C:11](=[O:16])[N:10]([CH2:17][C:18](O)=[O:19])[N:9]=2)=[CH:4][CH:3]=1.[Cl:21][C:22]1[CH:23]=[C:24]([C:29]([NH2:32])([CH3:31])[CH3:30])[CH:25]=[C:26]([Cl:28])[CH:27]=1.C1C=CC2N(O)N=NC=2C=1.CCN=C=NCCCN(C)C.Cl. Product: [Cl:1][C:2]1[CH:7]=[CH:6][C:5]([C:8]2[N:12]([CH:13]3[CH2:14][CH2:15]3)[C:11](=[O:16])[N:10]([CH2:17][C:18]([NH:32][C:29]([C:24]3[CH:25]=[C:26]([Cl:28])[CH:27]=[C:22]([Cl:21])[CH:23]=3)([CH3:30])[CH3:31])=[O:19])[N:9]=2)=[CH:4][CH:3]=1. The catalyst class is: 9. (9) Reactant: [NH2:1][C:2]1[C:3]2[C:29]([CH3:36])([C:30]3[O:31][C:32](=[O:35])[NH:33][N:34]=3)[C:28](=[O:37])[NH:27][C:4]=2[N:5]=[C:6]([C:8]2[C:16]3[C:11](=[CH:12][C:13]([Cl:17])=[CH:14][CH:15]=3)[N:10]([CH2:18][CH2:19][C:20]([F:26])([F:25])[C:21]([F:24])([F:23])[F:22])[N:9]=2)[N:7]=1.C(=O)([O-])[O-].[K+].[K+].I[CH:45]([CH3:47])[CH3:46].O. Product: [NH2:1][C:2]1[C:3]2[C:29]([CH3:36])([C:30]3[O:31][C:32](=[O:35])[N:33]([CH:45]([CH3:47])[CH3:46])[N:34]=3)[C:28](=[O:37])[NH:27][C:4]=2[N:5]=[C:6]([C:8]2[C:16]3[C:11](=[CH:12][C:13]([Cl:17])=[CH:14][CH:15]=3)[N:10]([CH2:18][CH2:19][C:20]([F:25])([F:26])[C:21]([F:22])([F:23])[F:24])[N:9]=2)[N:7]=1. The catalyst class is: 39. (10) Reactant: [CH2:1]([O:3][C:4](=[S:17])[NH:5][CH2:6][CH2:7][O:8][C:9]1[CH:14]=[CH:13][CH:12]=[CH:11][C:10]=1[O:15][CH3:16])[CH3:2].C[C:19](C)([O-:21])C.[Li+]. Product: [CH3:16][O:15][C:10]1[CH:11]=[CH:12][CH:13]=[CH:14][C:9]=1[O:8][CH2:7][CH2:6][N:5]1[CH2:2][C@@H:1]([CH2:19][OH:21])[O:3][C:4]1=[S:17]. The catalyst class is: 9.